This data is from Reaction yield outcomes from USPTO patents with 853,638 reactions. The task is: Predict the reaction yield, written as a fraction of the theoretical maximum amount of product (1.0 means a 100% yield; for example, 0.34 means a 34% yield). The reactants are [Cl:1][C:2]1[N:7]=[CH:6][C:5]2[C:8](I)=[N:9][N:10]([CH:11]([CH3:13])[CH3:12])[C:4]=2[CH:3]=1.[CH3:15][C:16]1[CH:17]=[N:18][N:19]([CH:30]2[CH2:35][CH2:34][CH2:33][CH2:32][O:31]2)[C:20]=1B1OC(C)(C)C(C)(C)O1.ClCCl.C(#N)C.C(=O)([O-])[O-].[Na+].[Na+]. The catalyst is C1C=CC(P(C2C=CC=CC=2)[C-]2C=CC=C2)=CC=1.C1C=CC(P(C2C=CC=CC=2)[C-]2C=CC=C2)=CC=1.Cl[Pd]Cl.[Fe+2]. The product is [Cl:1][C:2]1[N:7]=[CH:6][C:5]2[C:8]([C:20]3[N:19]([CH:30]4[CH2:35][CH2:34][CH2:33][CH2:32][O:31]4)[N:18]=[CH:17][C:16]=3[CH3:15])=[N:9][N:10]([CH:11]([CH3:13])[CH3:12])[C:4]=2[CH:3]=1. The yield is 0.860.